The task is: Predict the reaction yield, written as a fraction of the theoretical maximum amount of product (1.0 means a 100% yield; for example, 0.34 means a 34% yield).. This data is from Reaction yield outcomes from USPTO patents with 853,638 reactions. The reactants are [CH2:1]([O:3][C:4]([CH:6](C(OCC)=O)[C:7]([CH3:33])([CH3:32])[CH2:8][CH2:9][CH2:10][CH2:11][CH2:12][CH2:13][CH2:14][CH2:15][CH2:16][CH2:17][C:18]([CH3:31])([CH3:30])[CH:19](C(OCC)=O)[C:20]([O:22][CH2:23][CH3:24])=[O:21])=[O:5])[CH3:2].[Cl-].[Na+].C(=O)(O)[O-].[Na+].Cl. The catalyst is O.CS(C)=O. The product is [CH3:33][C:7]([CH3:32])([CH2:8][CH2:9][CH2:10][CH2:11][CH2:12][CH2:13][CH2:14][CH2:15][CH2:16][CH2:17][C:18]([CH3:30])([CH3:31])[CH2:19][C:20]([O:22][CH2:23][CH3:24])=[O:21])[CH2:6][C:4]([O:3][CH2:1][CH3:2])=[O:5]. The yield is 0.342.